From a dataset of Full USPTO retrosynthesis dataset with 1.9M reactions from patents (1976-2016). Predict the reactants needed to synthesize the given product. (1) Given the product [CH:1]1([C:4]([N:6]2[CH2:18][C:17]3[N:16]([CH2:28][CH2:27][N:25]([CH3:26])[CH3:24])[C:15]4[CH:14]=[C:13]([F:19])[CH:12]=[C:11]5[C:20](=[O:23])[NH:21][N:22]=[C:8]([C:9]=3[C:10]=45)[CH2:7]2)=[O:5])[CH2:2][CH2:3]1, predict the reactants needed to synthesize it. The reactants are: [CH:1]1([C:4]([N:6]2[CH2:18][C:17]3[NH:16][C:15]4[CH:14]=[C:13]([F:19])[CH:12]=[C:11]5[C:20](=[O:23])[NH:21][N:22]=[C:8]([C:9]=3[C:10]=45)[CH2:7]2)=[O:5])[CH2:3][CH2:2]1.[CH3:24][N:25]([CH2:27][CH2:28]Cl)[CH3:26].CN(C)CCN1C2CC(C)(C)CC3=NNC(=O)C4C(C=23)=C1C=CC=4. (2) The reactants are: [CH2:1]([O:3][C:4](=[O:22])[CH:5]([NH:14][C:15]1[CH:20]=[CH:19][C:18]([F:21])=[CH:17][CH:16]=1)[C:6](=[N:8]NC(OC)=O)[CH3:7])[CH3:2].[S-:23][C:24]#N.[K+]. Given the product [F:21][C:18]1[CH:17]=[CH:16][C:15]([N:14]2[C:5]([C:4]([O:3][CH2:1][CH3:2])=[O:22])=[C:6]([CH3:7])[N:8]=[C:24]2[SH:23])=[CH:20][CH:19]=1, predict the reactants needed to synthesize it. (3) The reactants are: C1(P(C2C=CC=CC=2)C2C=CC=CC=2)C=CC=CC=1.[C:20]([Br:24])(Br)(Br)Br.[CH2:25](O)[CH2:26][CH2:27][CH2:28][CH2:29][CH2:30][CH2:31][CH2:32][CH2:33][CH2:34][CH2:35][CH2:36][CH2:37][CH2:38][CH2:39][CH2:40][CH2:41][CH2:42][CH2:43][CH2:44][CH2:45][CH2:46][CH2:47]C. Given the product [CH2:20]([Br:24])[CH2:47][CH2:46][CH2:45][CH2:44][CH2:43][CH2:42][CH2:41][CH2:40][CH2:39][CH2:38][CH2:37][CH2:36][CH2:35][CH2:34][CH2:33][CH2:32][CH2:31][CH2:30][CH2:29][CH2:28][CH2:27][CH2:26][CH3:25], predict the reactants needed to synthesize it. (4) The reactants are: [Cl:1][C:2]1[CH:3]=[C:4]([OH:9])[CH:5]=[CH:6][C:7]=1[Cl:8].Br[CH2:11][C:12]1[CH:22]=[CH:21][C:15]([C:16]([O:18][CH2:19][CH3:20])=[O:17])=[CH:14][CH:13]=1.C(=O)([O-])[O-].[K+].[K+]. Given the product [Cl:1][C:2]1[CH:3]=[C:4]([CH:5]=[CH:6][C:7]=1[Cl:8])[O:9][CH2:11][C:12]1[CH:22]=[CH:21][C:15]([C:16]([O:18][CH2:19][CH3:20])=[O:17])=[CH:14][CH:13]=1, predict the reactants needed to synthesize it. (5) The reactants are: [N:1]12[CH2:9][CH2:8][CH:5]([CH2:6][CH2:7]1)[N:4]([C:10]1[CH:15]=[CH:14][C:13]([NH2:16])=[CH:12][CH:11]=1)[CH2:3][CH2:2]2.[C:17]([C:19]1[CH:27]=[CH:26][C:22]([C:23]([Cl:25])=[O:24])=[CH:21][CH:20]=1)#[N:18]. Given the product [ClH:25].[N:1]12[CH2:9][CH2:8][CH:5]([CH2:6][CH2:7]1)[N:4]([C:10]1[CH:15]=[CH:14][C:13]([NH:16][C:23](=[O:24])[C:22]3[CH:26]=[CH:27][C:19]([C:17]#[N:18])=[CH:20][CH:21]=3)=[CH:12][CH:11]=1)[CH2:3][CH2:2]2, predict the reactants needed to synthesize it. (6) Given the product [CH3:1][N:2]1[CH2:7][CH2:6][N:5]([C:23]2[CH:24]=[CH:25][C:26]([N+:30]([O-:32])=[O:31])=[C:27]([NH2:29])[CH:28]=2)[CH2:4][CH2:3]1, predict the reactants needed to synthesize it. The reactants are: [CH3:1][N:2]1[CH2:7][CH2:6][NH:5][CH2:4][CH2:3]1.CN1C(=O)CCC1.C(N(CC)CC)C.F[C:23]1[CH:24]=[CH:25][C:26]([N+:30]([O-:32])=[O:31])=[C:27]([NH2:29])[CH:28]=1. (7) The reactants are: [S:1]=[C:2]1[NH:7][C:6](=[O:8])[CH:5]=[CH:4][NH:3]1.[H-].[Na+].[F:11][C:12]([F:16])([F:15])[CH2:13]I. Given the product [F:11][C:12]([F:16])([F:15])[CH2:13][S:1][C:2]1[NH:7][C:6](=[O:8])[CH:5]=[CH:4][N:3]=1, predict the reactants needed to synthesize it. (8) The reactants are: [F:1][C:2]1[CH:10]=[C:9]([I:11])[CH:8]=[CH:7][C:3]=1[C:4]([OH:6])=O.[CH:12]1([C:15]2[C:16]([N:24]3[CH2:29][CH2:28][NH:27][CH2:26][CH2:25]3)=[N:17][CH:18]=[C:19]([CH:21]3[CH2:23][CH2:22]3)[CH:20]=2)[CH2:14][CH2:13]1. Given the product [CH:12]1([C:15]2[C:16]([N:24]3[CH2:25][CH2:26][N:27]([C:4]([C:3]4[CH:7]=[CH:8][C:9]([I:11])=[CH:10][C:2]=4[F:1])=[O:6])[CH2:28][CH2:29]3)=[N:17][CH:18]=[C:19]([CH:21]3[CH2:23][CH2:22]3)[CH:20]=2)[CH2:13][CH2:14]1, predict the reactants needed to synthesize it.